Dataset: Full USPTO retrosynthesis dataset with 1.9M reactions from patents (1976-2016). Task: Predict the reactants needed to synthesize the given product. (1) The reactants are: Br[C:2]1[CH:7]=[CH:6][CH:5]=[C:4]([CH:8]2[CH2:10][CH2:9]2)[CH:3]=1.[Li]CCCC.C(OCC)C.[S:21](Cl)([Cl:24])(=[O:23])=[O:22]. Given the product [CH:8]1([C:4]2[CH:3]=[C:2]([S:21]([Cl:24])(=[O:23])=[O:22])[CH:7]=[CH:6][CH:5]=2)[CH2:10][CH2:9]1, predict the reactants needed to synthesize it. (2) Given the product [Br:7][C:8]1[CH:16]=[C:15]2[C:11]([C:12]3([CH2:20][CH2:19][C:18](=[O:22])[CH2:2][CH2:1]3)[C:13](=[O:17])[NH:14]2)=[CH:10][CH:9]=1, predict the reactants needed to synthesize it. The reactants are: [CH3:1][C:2](C)([O-])C.[K+].[Br:7][C:8]1[CH:16]=[C:15]2[C:11]([CH2:12][C:13](=[O:17])[NH:14]2)=[CH:10][CH:9]=1.[C:18]([O:22]C)(=O)[CH:19]=[CH2:20].O. (3) Given the product [ClH:1].[ClH:1].[OH:63][CH:60]1[CH2:61][CH2:62][N:57]([CH2:56][CH2:55][N:52]2[CH2:53][CH2:54][CH:49]([NH:20][C:21]([C:23]3[NH:24][C:25]4[C:30]([CH:31]=3)=[C:29]([O:32][CH2:33][C:34]3[C:38]5[C:39]([F:44])=[CH:40][C:41]([F:43])=[CH:42][C:37]=5[O:36][CH:35]=3)[CH:28]=[CH:27][CH:26]=4)=[O:22])[CH2:50][CH2:51]2)[CH2:58][CH2:59]1, predict the reactants needed to synthesize it. The reactants are: [ClH:1].Cl.[C@H]1(CN2CCC([NH:20][C:21]([C:23]3[NH:24][C:25]4[C:30]([CH:31]=3)=[C:29]([O:32][CH2:33][C:34]3[C:38]5[C:39]([F:44])=[CH:40][C:41]([F:43])=[CH:42][C:37]=5[O:36][CH:35]=3)[CH:28]=[CH:27][CH:26]=4)=[O:22])CC2)[C@@H]2N(CCCC2)CCC1.Cl.Cl.Cl.N[CH:49]1[CH2:54][CH2:53][N:52]([CH2:55][CH2:56][N:57]2[CH2:62][CH2:61][CH:60]([OH:63])[CH2:59][CH2:58]2)[CH2:51][CH2:50]1. (4) Given the product [CH3:14][C:9]([C:6]1[CH:7]=[CH:8][C:3]([CH2:2][B:16]2[O:20][C:19]([CH3:22])([CH3:21])[C:18]([CH3:24])([CH3:23])[O:17]2)=[CH:4][CH:5]=1)([CH3:15])[C:10]([O:12][CH2:13][CH3:34])=[O:11], predict the reactants needed to synthesize it. The reactants are: Br[CH2:2][C:3]1[CH:8]=[CH:7][C:6]([C:9]([CH3:15])([CH3:14])[C:10]([O:12][CH3:13])=[O:11])=[CH:5][CH:4]=1.[B:16]1([B:16]2[O:20][C:19]([CH3:22])([CH3:21])[C:18]([CH3:24])([CH3:23])[O:17]2)[O:20][C:19]([CH3:22])([CH3:21])[C:18]([CH3:24])([CH3:23])[O:17]1.[C:34]([O-])([O-])=O.[K+].[K+].O1CCOCC1. (5) Given the product [Cl:1][C:2]1[CH:7]=[CH:6][C:5]([N:8]([C@H:9]2[C:18]3[C:13](=[CH:14][CH:15]=[CH:16][CH:17]=3)[N:12]([C:19](=[O:28])[C:20]3[CH:21]=[CH:22][C:23]([O:26][CH3:27])=[CH:24][CH:25]=3)[C@@H:11]([CH3:29])[CH2:10]2)[C:40](=[O:42])[CH3:41])=[C:4]([F:30])[CH:3]=1, predict the reactants needed to synthesize it. The reactants are: [Cl:1][C:2]1[CH:7]=[CH:6][C:5]([NH:8][C@H:9]2[C:18]3[C:13](=[CH:14][CH:15]=[CH:16][CH:17]=3)[N:12]([C:19](=[O:28])[C:20]3[CH:25]=[CH:24][C:23]([O:26][CH3:27])=[CH:22][CH:21]=3)[C@@H:11]([CH3:29])[CH2:10]2)=[C:4]([F:30])[CH:3]=1.C(N(C(C)C)CC)(C)C.[C:40](Cl)(=[O:42])[CH3:41]. (6) Given the product [OH:8][C:7]1[CH:6]=[C:5]2[C:12](=[CH:11][C:9]=1[OH:10])[C:21]1([CH2:20][CH2:19][C:18]([C:16]([O:15][CH2:13][CH3:14])=[O:17])([C:25]([O:27][CH2:28][CH3:29])=[O:26])[CH2:23][CH2:22]1)[NH:2][CH2:3][CH2:4]2, predict the reactants needed to synthesize it. The reactants are: Cl.[NH2:2][CH2:3][CH2:4][C:5]1[CH:12]=[CH:11][C:9]([OH:10])=[C:7]([OH:8])[CH:6]=1.[CH2:13]([O:15][C:16]([C:18]1([C:25]([O:27][CH2:28][CH3:29])=[O:26])[CH2:23][CH2:22][C:21](=O)[CH2:20][CH2:19]1)=[O:17])[CH3:14].C(N(CC)CC)C. (7) Given the product [OH:35][C@@:28]1([C:26]#[C:27][C:2]2[CH:3]=[C:4]([N:8]3[C:16]4[C:11](=[CH:12][C:13]([C:17]5[CH:21]=[CH:20][N:19]([CH3:22])[N:18]=5)=[CH:14][CH:15]=4)[C:10]([C:23]([NH2:25])=[O:24])=[N:9]3)[CH:5]=[CH:6][CH:7]=2)[CH2:32][CH2:31][N:30]([CH3:33])[C:29]1=[O:34], predict the reactants needed to synthesize it. The reactants are: Br[C:2]1[CH:3]=[C:4]([N:8]2[C:16]3[C:11](=[CH:12][C:13]([C:17]4[CH:21]=[CH:20][N:19]([CH3:22])[N:18]=4)=[CH:14][CH:15]=3)[C:10]([C:23]([NH2:25])=[O:24])=[N:9]2)[CH:5]=[CH:6][CH:7]=1.[C:26]([C@:28]1([OH:35])[CH2:32][CH2:31][N:30]([CH3:33])[C:29]1=[O:34])#[CH:27]. (8) The reactants are: Br[C:2]1[N:6]([CH:7]([CH:9]2[CH2:14][CH2:13][CH2:12][CH2:11][CH2:10]2)[CH3:8])[C:5]([CH3:15])=[C:4]([C:16]([O:18][CH2:19][CH3:20])=[O:17])[CH:3]=1.C([O-])([O-])=O.[Cs+].[Cs+].[C:27]([C:31]1[CH:32]=[C:33](B2OC(C)(C)C(C)(C)O2)[CH:34]=[C:35]([C:37]([CH3:40])([CH3:39])[CH3:38])[CH:36]=1)([CH3:30])([CH3:29])[CH3:28]. Given the product [CH:9]1([CH:7]([N:6]2[C:2]([C:33]3[CH:32]=[C:31]([C:27]([CH3:29])([CH3:28])[CH3:30])[CH:36]=[C:35]([C:37]([CH3:40])([CH3:39])[CH3:38])[CH:34]=3)=[CH:3][C:4]([C:16]([O:18][CH2:19][CH3:20])=[O:17])=[C:5]2[CH3:15])[CH3:8])[CH2:14][CH2:13][CH2:12][CH2:11][CH2:10]1, predict the reactants needed to synthesize it.